Dataset: Forward reaction prediction with 1.9M reactions from USPTO patents (1976-2016). Task: Predict the product of the given reaction. (1) Given the reactants [CH3:1][O:2][C:3]([C:5]1[N:6]=[C:7]([NH:10][C:11](=[O:45])[C@@H:12]([NH:20][C:21](=[O:44])[C@H:22]([NH2:43])[C:23]2[CH:28]=[CH:27][C:26]([O:29][CH2:30][C@H:31]([O:38][Si](C)(C)C)[CH2:32][O:33][Si](C)(C)C)=[CH:25][CH:24]=2)[CH2:13][C:14]2[CH:19]=[CH:18][CH:17]=[CH:16][CH:15]=2)[S:8][CH:9]=1)=[O:4].C(N(C(C)C)CC)(C)C.[O:55]=[C:56](Cl)OC(Cl)(Cl)Cl.Cl.C(=O)(O)[O-].[Na+], predict the reaction product. The product is: [CH3:1][O:2][C:3]([C:5]1[N:6]=[C:7]([NH:10][C:11](=[O:45])[C@@H:12]([N:20]2[C:21](=[O:44])[C@@H:22]([C:23]3[CH:28]=[CH:27][C:26]([O:29][CH2:30][C@H:31]([OH:38])[CH2:32][OH:33])=[CH:25][CH:24]=3)[NH:43][C:56]2=[O:55])[CH2:13][C:14]2[CH:19]=[CH:18][CH:17]=[CH:16][CH:15]=2)[S:8][CH:9]=1)=[O:4]. (2) Given the reactants [C:1]([NH:4][CH2:5][C:6]([OH:8])=[O:7])(=[O:3])[CH3:2].[CH2:9]=O.[OH:11][PH:12]([OH:14])=[O:13].P(Cl)(Cl)Cl, predict the reaction product. The product is: [P:12]([CH2:9][N:4]([C:1](=[O:3])[CH3:2])[CH2:5][C:6]([OH:8])=[O:7])([OH:14])([OH:11])=[O:13].